Dataset: Full USPTO retrosynthesis dataset with 1.9M reactions from patents (1976-2016). Task: Predict the reactants needed to synthesize the given product. Given the product [OH:18][CH2:17][C:15]1[C:14]([C:19]([F:22])([F:21])[F:20])=[N:13][N:12]([CH2:11][C:7]2[CH:6]=[C:5]3[C:10](=[CH:9][CH:8]=2)[CH:2]([NH:1][S:38]([C:33]2[CH:34]=[CH:35][CH:36]=[CH:37][C:32]=2[O:31][CH3:30])(=[O:40])=[O:39])[CH2:3][CH2:4]3)[CH:16]=1, predict the reactants needed to synthesize it. The reactants are: [NH2:1][CH:2]1[C:10]2[C:5](=[CH:6][C:7]([CH2:11][N:12]3[CH:16]=[C:15]([CH2:17][OH:18])[C:14]([C:19]([F:22])([F:21])[F:20])=[N:13]3)=[CH:8][CH:9]=2)[CH2:4][CH2:3]1.C(N(CC)CC)C.[CH3:30][O:31][C:32]1[CH:37]=[CH:36][CH:35]=[CH:34][C:33]=1[S:38](Cl)(=[O:40])=[O:39].